Dataset: Retrosynthesis with 50K atom-mapped reactions and 10 reaction types from USPTO. Task: Predict the reactants needed to synthesize the given product. (1) Given the product Clc1ccc(NCc2ccccc2)nc1Br, predict the reactants needed to synthesize it. The reactants are: Nc1ccc(Cl)c(Br)n1.O=Cc1ccccc1. (2) Given the product Cc1oc2c(C)c(C)c(NCc3ccc(F)cc3)c(C)c2c1-c1ccccc1, predict the reactants needed to synthesize it. The reactants are: Cc1oc2c(C)c(C)c(NC(=O)c3ccc(F)cc3)c(C)c2c1-c1ccccc1. (3) Given the product CC[C@@H]1C[C@H](Nc2ncc(N3CCOCC3)c(Cc3cc(C(F)(F)F)cc(C(F)(F)F)c3)n2)c2cc(C(F)(F)F)ccc2N1C(=O)CCCC(=O)O, predict the reactants needed to synthesize it. The reactants are: CC[C@@H]1C[C@H](Nc2ncc(N3CCOCC3)c(Cc3cc(C(F)(F)F)cc(C(F)(F)F)c3)n2)c2cc(C(F)(F)F)ccc2N1C(=O)CCCC(=O)OC. (4) Given the product CCCCCCCCCCCCCCOCCOCCO, predict the reactants needed to synthesize it. The reactants are: CCCCCCCCCCCCCCBr.OCCOCCO.